Dataset: NCI-60 drug combinations with 297,098 pairs across 59 cell lines. Task: Regression. Given two drug SMILES strings and cell line genomic features, predict the synergy score measuring deviation from expected non-interaction effect. (1) Drug 1: N.N.Cl[Pt+2]Cl. Drug 2: CC1C(C(CC(O1)OC2CC(CC3=C2C(=C4C(=C3O)C(=O)C5=C(C4=O)C(=CC=C5)OC)O)(C(=O)CO)O)N)O.Cl. Cell line: SF-539. Synergy scores: CSS=47.4, Synergy_ZIP=-0.453, Synergy_Bliss=-0.00999, Synergy_Loewe=-34.0, Synergy_HSA=0.856. (2) Drug 1: C1CCC(C(C1)N)N.C(=O)(C(=O)[O-])[O-].[Pt+4]. Drug 2: C1C(C(OC1N2C=NC3=C2NC=NCC3O)CO)O. Cell line: TK-10. Synergy scores: CSS=16.9, Synergy_ZIP=-3.76, Synergy_Bliss=2.09, Synergy_Loewe=-3.89, Synergy_HSA=0.424.